Dataset: Peptide-MHC class I binding affinity with 185,985 pairs from IEDB/IMGT. Task: Regression. Given a peptide amino acid sequence and an MHC pseudo amino acid sequence, predict their binding affinity value. This is MHC class I binding data. (1) The peptide sequence is TVGGVMWTV. The MHC is HLA-A02:03 with pseudo-sequence HLA-A02:03. The binding affinity (normalized) is 0.872. (2) The peptide sequence is RVPNYNLII. The MHC is HLA-A32:01 with pseudo-sequence HLA-A32:01. The binding affinity (normalized) is 0.538.